This data is from Reaction yield outcomes from USPTO patents with 853,638 reactions. The task is: Predict the reaction yield, written as a fraction of the theoretical maximum amount of product (1.0 means a 100% yield; for example, 0.34 means a 34% yield). (1) The reactants are [Cl:1][C:2]1[CH:9]=[CH:8][C:7]([N+:10]([O-:12])=[O:11])=[CH:6][C:3]=1[CH:4]=O.[CH3:13][NH:14][CH3:15].[BH-](OC(C)=O)(OC(C)=O)OC(C)=O.[Na+].O. The catalyst is C1COCC1. The product is [Cl:1][C:2]1[CH:9]=[CH:8][C:7]([N+:10]([O-:12])=[O:11])=[CH:6][C:3]=1[CH2:4][N:14]([CH3:15])[CH3:13]. The yield is 0.810. (2) The product is [CH:10]1([C:8](=[O:9])[CH2:7][C:2](=[O:4])[CH3:1])[CH2:12][CH2:11]1. The catalyst is C1COCC1. The yield is 0.700. The reactants are [CH3:1][C:2](C)([O-:4])C.[K+].[CH3:7][C:8]([CH:10]1[CH2:12][CH2:11]1)=[O:9].C(OCC)(=O)C. (3) The reactants are [CH3:1][O:2][C:3]1[CH:4]=[C:5]([CH:8]=[CH:9][C:10]=1[N:11]1[CH:15]=[N:14][C:13]([CH3:16])=[N:12]1)[C:6]#[N:7].[OH-].[Na+].Cl.N[N:21]1[CH2:26][CH2:25][CH2:24][CH:23]([C:27]2[CH:32]=[CH:31][CH:30]=[CH:29][C:28]=2[C:33]([F:36])([F:35])[F:34])[C:22]1=[O:37].CCN=C=NCCCN(C)C.C1C=CC2N([OH:58])N=NC=2C=1.C(N(C(C)C)C(C)C)C. The catalyst is CN(C=O)C.C(OCC)(=O)C.COCCO. The product is [CH3:1][O:2][C:3]1[CH:4]=[C:5]([CH:8]=[CH:9][C:10]=1[N:11]1[CH:15]=[N:14][C:13]([CH3:16])=[N:12]1)[C:6]([NH:7][N:21]1[CH2:26][CH2:25][CH2:24][CH:23]([C:27]2[CH:32]=[CH:31][CH:30]=[CH:29][C:28]=2[C:33]([F:36])([F:35])[F:34])[C:22]1=[O:37])=[O:58]. The yield is 0.650. (4) The reactants are [C:1]([O:5][C:6]([N:8]1[CH2:13][CH2:12][N:11]([C:14]2[CH:22]=[CH:21][C:17]([C:18]([OH:20])=O)=[CH:16][C:15]=2[F:23])[CH2:10][CH2:9]1)=[O:7])([CH3:4])([CH3:3])[CH3:2].[CH3:24][CH:25]([NH2:27])[CH3:26].Cl.C(N=C=NCCCN(C)C)C.O.N1(O)C2C=CC=CC=2N=N1.CN1CCOCC1. The catalyst is CN(C=O)C.O. The product is [F:23][C:15]1[CH:16]=[C:17]([C:18](=[O:20])[NH:27][CH:25]([CH3:26])[CH3:24])[CH:21]=[CH:22][C:14]=1[N:11]1[CH2:12][CH2:13][N:8]([C:6]([O:5][C:1]([CH3:4])([CH3:3])[CH3:2])=[O:7])[CH2:9][CH2:10]1. The yield is 0.890.